From a dataset of Reaction yield outcomes from USPTO patents with 853,638 reactions. Predict the reaction yield, written as a fraction of the theoretical maximum amount of product (1.0 means a 100% yield; for example, 0.34 means a 34% yield). (1) The reactants are [F:1][C:2]([F:15])([F:14])[C:3]1[CH:8]=[CH:7][CH:6]=[CH:5][C:4]=1[N:9]1[CH:13]=[CH:12][N:11]=[CH:10]1.[C-:16]#[N:17].[Na+]. The yield is 0.740. The product is [F:15][C:2]([F:14])([F:1])[C:3]1[CH:8]=[CH:7][CH:6]=[CH:5][C:4]=1[N:9]1[CH:13]=[C:12]([C:16]#[N:17])[N:11]=[CH:10]1. The catalyst is CN(C=O)C. (2) The reactants are [NH2:1][CH2:2][CH2:3][CH2:4][OH:5].[CH:6]1[C:19]2[C:10](=[CH:11][C:12]3[C:17]([C:18]=2[CH:20]=O)=[CH:16][CH:15]=[CH:14][CH:13]=3)[CH:9]=[CH:8][CH:7]=1.[BH4-].[Na+]. The catalyst is CO.C(Cl)Cl. The product is [CH:16]1[C:17]2[C:12](=[CH:11][C:10]3[C:19]([C:18]=2[CH2:20][NH:1][CH2:2][CH2:3][CH2:4][OH:5])=[CH:6][CH:7]=[CH:8][CH:9]=3)[CH:13]=[CH:14][CH:15]=1. The yield is 0.780. (3) The reactants are [CH3:1][O:2][C:3](=[O:38])[C:4]1[CH:9]=[CH:8][C:7]([CH2:10][N:11]2[CH:15]=[C:14]([C:16]3[CH:21]=[CH:20][C:19]([Cl:22])=[CH:18][C:17]=3[Cl:23])[N:13]=[C:12]2[CH2:24][C:25]2[CH:30]=[CH:29][C:28]([C:31]3[CH:36]=[CH:35][CH:34]=[C:33]([NH2:37])[CH:32]=3)=[CH:27][CH:26]=2)=[CH:6][CH:5]=1.[F:39][C:40]([F:47])([F:46])[CH2:41][S:42](Cl)(=[O:44])=[O:43]. No catalyst specified. The product is [CH3:1][O:2][C:3](=[O:38])[C:4]1[CH:9]=[CH:8][C:7]([CH2:10][N:11]2[CH:15]=[C:14]([C:16]3[CH:21]=[CH:20][C:19]([Cl:22])=[CH:18][C:17]=3[Cl:23])[N:13]=[C:12]2[CH2:24][C:25]2[CH:30]=[CH:29][C:28]([C:31]3[CH:36]=[CH:35][CH:34]=[C:33]([NH:37][S:42]([CH2:41][C:40]([F:47])([F:46])[F:39])(=[O:44])=[O:43])[CH:32]=3)=[CH:27][CH:26]=2)=[CH:6][CH:5]=1. The yield is 0.580. (4) The reactants are [NH2:1][C:2]1[C:24]([Br:25])=[CH:23][C:5]([CH2:6][C@H:7]([C:9]([N:11]2[CH2:16][CH2:15][CH:14]([N:17]3[CH2:22][CH2:21][CH2:20][CH2:19][CH2:18]3)[CH2:13][CH2:12]2)=O)[NH2:8])=[CH:4][C:3]=1[Br:26].N. The catalyst is ClCCl.CO.C1CCCCC1. The product is [NH2:8][C@H:7]([CH2:6][C:5]1[CH:23]=[C:24]([Br:25])[C:2]([NH2:1])=[C:3]([Br:26])[CH:4]=1)[CH2:9][N:11]1[CH2:16][CH2:15][CH:14]([N:17]2[CH2:22][CH2:21][CH2:20][CH2:19][CH2:18]2)[CH2:13][CH2:12]1. The yield is 0.565. (5) The catalyst is C(O)C.[Pd]. The product is [NH2:26][C:21]1[CH:22]=[CH:23][CH:24]=[CH:25][C:20]=1[CH2:19][N:15]1[CH2:16][C:17](=[O:18])[N:13]([C:11]2[CH:10]=[N:9][N:8]([CH2:7][C:6]3[C:2]([CH3:1])=[N:3][O:4][C:5]=3[CH3:30])[CH:12]=2)[C:14]1=[O:29]. The yield is 0.260. The reactants are [CH3:1][C:2]1[C:6]([CH2:7][N:8]2[CH:12]=[C:11]([N:13]3[C:17](=[O:18])[CH2:16][N:15]([CH2:19][C:20]4[CH:25]=[CH:24][CH:23]=[CH:22][C:21]=4[N+:26]([O-])=O)[C:14]3=[O:29])[CH:10]=[N:9]2)=[C:5]([CH3:30])[O:4][N:3]=1.